Dataset: TCR-epitope binding with 47,182 pairs between 192 epitopes and 23,139 TCRs. Task: Binary Classification. Given a T-cell receptor sequence (or CDR3 region) and an epitope sequence, predict whether binding occurs between them. Result: 0 (the TCR does not bind to the epitope). The TCR CDR3 sequence is CASTPWQASSYNEQFF. The epitope is TSNQVAVLY.